Task: Predict the reaction yield, written as a fraction of the theoretical maximum amount of product (1.0 means a 100% yield; for example, 0.34 means a 34% yield).. Dataset: Reaction yield outcomes from USPTO patents with 853,638 reactions (1) The reactants are [NH:1]1[CH2:6][CH2:5][O:4][CH2:3][CH2:2]1.[H-].[Na+].[C:9]1([C:29]2[CH:34]=[CH:33][CH:32]=[CH:31][CH:30]=2)[CH:14]=[CH:13][C:12]([C:15]2[N:19]([C:20]3[CH:25]=[CH:24][CH:23]=[CH:22][C:21]=3[F:26])[C:18]([CH2:27]Cl)=[N:17][N:16]=2)=[CH:11][CH:10]=1. The catalyst is CN(C)C=O. The product is [C:9]1([C:29]2[CH:30]=[CH:31][CH:32]=[CH:33][CH:34]=2)[CH:14]=[CH:13][C:12]([C:15]2[N:19]([C:20]3[CH:25]=[CH:24][CH:23]=[CH:22][C:21]=3[F:26])[C:18]([CH2:27][N:1]3[CH2:6][CH2:5][O:4][CH2:3][CH2:2]3)=[N:17][N:16]=2)=[CH:11][CH:10]=1. The yield is 0.740. (2) The reactants are Cl.[NH:2]1[CH2:7][CH2:6][C:5](=[O:8])[CH2:4][CH2:3]1.C(N(CC)CC)C.[C:16]1([C:22]#[C:23][C:24]2[S:25][C:26]([C:29](O)=[O:30])=[CH:27][N:28]=2)[CH:21]=[CH:20][CH:19]=[CH:18][CH:17]=1. The catalyst is CCOC(C)=O. The product is [C:16]1([C:22]#[C:23][C:24]2[S:25][C:26]([C:29]([N:2]3[CH2:7][CH2:6][C:5](=[O:8])[CH2:4][CH2:3]3)=[O:30])=[CH:27][N:28]=2)[CH:21]=[CH:20][CH:19]=[CH:18][CH:17]=1. The yield is 0.410. (3) The product is [CH3:16][NH:18][C:10]([C:2]1[O:1][C:5]2[CH:6]=[CH:7][CH:8]=[CH:9][C:4]=2[CH:3]=1)=[O:12]. The catalyst is CN(C=O)C. The reactants are [O:1]1[C:5]2[CH:6]=[CH:7][CH:8]=[CH:9][C:4]=2[CH:3]=[C:2]1[C:10]([OH:12])=O.Cl.CN.[CH2:16]([N:18](CC)CC)C.C1C=CC2N(O)N=NC=2C=1.O.C(Cl)CCl. The yield is 1.00. (4) The catalyst is C(Cl)(Cl)Cl. The reactants are [NH2:1][C:2]([CH3:7])([CH3:6])[C:3]([OH:5])=[O:4].[OH-].[Na+].O.[Br:11][CH:12]([CH3:16])[C:13](Br)=[O:14]. The yield is 0.700. The product is [Br:11][CH:12]([CH3:16])[C:13]([NH:1][C:2]([CH3:7])([CH3:6])[C:3]([OH:5])=[O:4])=[O:14]. (5) The reactants are Cl[C:2]1[N:7]=[C:6]([NH:8][CH2:9][CH2:10][CH3:11])[N:5]=[C:4]([NH:12][CH2:13][CH2:14][CH3:15])[N:3]=1.Cl.[CH2:17]([NH:19][O:20][CH:21]([CH3:23])[CH3:22])[CH3:18]. No catalyst specified. The product is [CH2:13]([NH:12][C:4]1[N:5]=[C:6]([NH:8][CH2:9][CH2:10][CH3:11])[N:7]=[C:2]([N:19]([CH2:17][CH3:18])[O:20][CH:21]([CH3:23])[CH3:22])[N:3]=1)[CH2:14][CH3:15]. The yield is 0.880. (6) The yield is 0.920. The catalyst is O. The product is [CH3:1][C@H:2]([NH2:10])[CH2:3][C:4]1[CH:9]=[CH:8][CH:7]=[CH:6][CH:5]=1. The reactants are [CH3:1][C@H:2]([NH2:10])[CH2:3][C:4]1[CH:5]=[CH:6][CH:7]=[CH:8][CH:9]=1.[CH3:1][C@H:2]([NH2:10])[CH2:3][C:4]1[CH:9]=[CH:8][CH:7]=[CH:6][CH:5]=1.OS(O)(=O)=O.[OH-].[NH4+]. (7) The reactants are [N+:1]([C:4]1[C:5]([C:9]([OH:11])=[O:10])=[N:6][NH:7][CH:8]=1)([O-:3])=[O:2].S(Cl)(Cl)=O.[CH3:16]O. No catalyst specified. The product is [CH3:16][O:10][C:9]([C:5]1[C:4]([N+:1]([O-:3])=[O:2])=[CH:8][NH:7][N:6]=1)=[O:11]. The yield is 0.995. (8) The reactants are [CH3:1][S:2]([NH:5][CH2:6][CH2:7][C:8]1([C:28]2[CH:33]=[CH:32][CH:31]=[CH:30][CH:29]=2)[S:12][C:11]([NH:13]C(=O)C(C2C=CC=CC=2)C)=[N:10][N:9]1[C:24](=[O:27])[CH2:25][CH3:26])(=[O:4])=[O:3].O.O.O.O.O.O.O.[Cl-].[Ce+3].[Cl-].[Cl-].[BH4-].[Na+]. No catalyst specified. The product is [NH2:13][C:11]1[S:12][C:8]([CH2:7][CH2:6][NH:5][S:2]([CH3:1])(=[O:3])=[O:4])([C:28]2[CH:29]=[CH:30][CH:31]=[CH:32][CH:33]=2)[N:9]([C:24](=[O:27])[CH2:25][CH3:26])[N:10]=1. The yield is 0.670. (9) The reactants are [F:1][C:2]1[CH:27]=[C:26]([N+:28]([O-])=O)[CH:25]=[CH:24][C:3]=1[O:4][C:5]1[N:10]=[CH:9][N:8]=[C:7]([NH:11][C:12](=[O:23])[N:13]([CH2:15][CH2:16][CH2:17][N:18]([CH2:21][CH3:22])[CH2:19][CH3:20])[CH3:14])[CH:6]=1.[H][H]. The yield is 0.686. The product is [NH2:28][C:26]1[CH:25]=[CH:24][C:3]([O:4][C:5]2[N:10]=[CH:9][N:8]=[C:7]([NH:11][C:12](=[O:23])[N:13]([CH2:15][CH2:16][CH2:17][N:18]([CH2:19][CH3:20])[CH2:21][CH3:22])[CH3:14])[CH:6]=2)=[C:2]([F:1])[CH:27]=1. The catalyst is O1CCCC1.CO.[C].[Pd]. (10) The reactants are [CH:1]1([N:6]2[C:11]3[N:12]=[C:13](S(C)(=O)=O)[N:14]=[CH:15][C:10]=3[CH:9]=[C:8]([CH2:20][CH3:21])[C:7]2=[O:22])[CH2:5][CH2:4][CH2:3][CH2:2]1.[NH2:23][C:24]1[N:29]=[CH:28][C:27]([N:30]2[CH2:35][CH2:34][CH:33]([OH:36])[CH2:32][CH2:31]2)=[CH:26][CH:25]=1. The catalyst is C(Cl)Cl. The product is [CH:1]1([N:6]2[C:11]3[N:12]=[C:13]([NH:23][C:24]4[N:29]=[CH:28][C:27]([N:30]5[CH2:35][CH2:34][CH:33]([OH:36])[CH2:32][CH2:31]5)=[CH:26][CH:25]=4)[N:14]=[CH:15][C:10]=3[CH:9]=[C:8]([CH2:20][CH3:21])[C:7]2=[O:22])[CH2:5][CH2:4][CH2:3][CH2:2]1. The yield is 0.0700.